From a dataset of Peptide-MHC class I binding affinity with 185,985 pairs from IEDB/IMGT. Regression. Given a peptide amino acid sequence and an MHC pseudo amino acid sequence, predict their binding affinity value. This is MHC class I binding data. The peptide sequence is SLVAIHLAC. The MHC is HLA-A02:11 with pseudo-sequence HLA-A02:11. The binding affinity (normalized) is 0.437.